Dataset: Forward reaction prediction with 1.9M reactions from USPTO patents (1976-2016). Task: Predict the product of the given reaction. (1) Given the reactants [N+:1]([C:4]1[CH:11]=[CH:10][C:7]([CH2:8]Br)=[CH:6][CH:5]=1)([O-:3])=[O:2].C(=O)([O-])[O-].[K+].[K+].[NH:18]1[CH2:23][CH2:22][S:21](=[O:25])(=[O:24])[CH2:20][CH2:19]1, predict the reaction product. The product is: [N+:1]([C:4]1[CH:11]=[CH:10][C:7]([CH2:8][N:18]2[CH2:23][CH2:22][S:21](=[O:25])(=[O:24])[CH2:20][CH2:19]2)=[CH:6][CH:5]=1)([O-:3])=[O:2]. (2) The product is: [Cl:38][C:39]1[S:43][C:42]([C:10]2[CH:11]=[CH:12][CH:13]=[C:14]3[C:9]=2[O:8][C:7]([N:1]2[CH2:2][CH2:3][O:4][CH2:5][CH2:6]2)=[CH:16][C:15]3=[O:17])=[CH:41][CH:40]=1. Given the reactants [N:1]1([C:7]2[O:8][C:9]3[C:14]([C:15](=[O:17])[CH:16]=2)=[CH:13][CH:12]=[CH:11][C:10]=3OS(C(F)(F)F)(=O)=O)[CH2:6][CH2:5][O:4][CH2:3][CH2:2]1.O1CCOCC1.CN(C)C(=O)C.[Cl:38][C:39]1[S:43][C:42](B(O)O)=[CH:41][CH:40]=1, predict the reaction product. (3) Given the reactants [C:1]([OH:5])(=O)[C:2]#[CH:3].[NH2:6][C:7]1[CH:12]=[CH:11][C:10]([C:13]2[CH2:17][CH2:16][N:15]([C:18](=[O:31])[CH2:19][C:20]3[CH:25]=[C:24]([O:26][CH3:27])[C:23]([O:28][CH3:29])=[CH:22][C:21]=3[Br:30])[N:14]=2)=[CH:9][CH:8]=1.C(Cl)CCl, predict the reaction product. The product is: [Br:30][C:21]1[CH:22]=[C:23]([O:28][CH3:29])[C:24]([O:26][CH3:27])=[CH:25][C:20]=1[CH2:19][C:18]([N:15]1[CH2:16][CH2:17][C:13]([C:10]2[CH:9]=[CH:8][C:7]([NH:6][C:1](=[O:5])[C:2]#[CH:3])=[CH:12][CH:11]=2)=[N:14]1)=[O:31].